Task: Predict the reactants needed to synthesize the given product.. Dataset: Full USPTO retrosynthesis dataset with 1.9M reactions from patents (1976-2016) (1) Given the product [N:1]1([C@@H:6]2[CH2:11][CH2:10][CH2:9][CH2:8][C@H:7]2[OH:12])[CH2:5][CH2:4][CH2:3][CH2:2]1, predict the reactants needed to synthesize it. The reactants are: [NH:1]1[CH2:5][CH2:4][CH2:3][CH2:2]1.[CH:6]12[O:12][CH:7]1[CH2:8][CH2:9][CH2:10][CH2:11]2. (2) The reactants are: [CH:1]([C:4]1[N:8]=[C:7]([C:9]([O:11]CC)=[O:10])[O:6][N:5]=1)([CH3:3])[CH3:2].O/[N:15]=[C:16](/N)\[C:17]1C=CC=NC=1.[OH-].[Na+]. Given the product [N:15]1[CH:16]=[CH:17][CH:2]=[C:1]([C:4]2[N:8]=[C:7]([C:9]([OH:11])=[O:10])[O:6][N:5]=2)[CH:3]=1, predict the reactants needed to synthesize it.